From a dataset of Full USPTO retrosynthesis dataset with 1.9M reactions from patents (1976-2016). Predict the reactants needed to synthesize the given product. (1) Given the product [C:12]([O:20][CH2:21][C:22]1([C:29]([O:31][CH2:32][CH3:33])=[O:30])[CH2:27][CH2:26][C:25](=[O:28])[CH2:24][O:23]1)(=[O:19])[C:13]1[CH:14]=[CH:15][CH:16]=[CH:17][CH:18]=1, predict the reactants needed to synthesize it. The reactants are: C1C=C[NH+]=CC=1.[O-][Cr](Cl)(=O)=O.[C:12]([O:20][CH2:21][C:22]1([C:29]([O:31][CH2:32][CH3:33])=[O:30])[CH2:27][CH2:26][CH:25]([OH:28])[CH2:24][O:23]1)(=[O:19])[C:13]1[CH:18]=[CH:17][CH:16]=[CH:15][CH:14]=1. (2) Given the product [NH2:1][C:2]1[C:11]2[C:6](=[CH:7][CH:8]=[CH:9][CH:10]=2)[C:5]([C:12]2[CH:13]=[CH:14][C:15]([CH2:19][CH:20]3[CH2:25][CH2:24][O:29][CH2:21]3)=[C:16]([OH:18])[CH:17]=2)=[CH:4][CH:3]=1, predict the reactants needed to synthesize it. The reactants are: [NH2:1][C:2]1[C:11]2[C:6](=[CH:7][CH:8]=[CH:9][CH:10]=2)[C:5]([C:12]2[CH:13]=[CH:14][C:15]([CH2:19][C:20]3[CH:21]=NC=[CH:24][CH:25]=3)=[C:16]([OH:18])[CH:17]=2)=[CH:4][CH:3]=1.CC(C)([O-:29])C.[K+]. (3) Given the product [C:10]([C:7]1[CH:8]=[CH:9][C:4]([C:1](=[O:3])[CH2:2][Br:13])=[CH:5][CH:6]=1)(=[O:12])[CH3:11], predict the reactants needed to synthesize it. The reactants are: [C:1]([C:4]1[CH:9]=[CH:8][C:7]([C:10](=[O:12])[CH3:11])=[CH:6][CH:5]=1)(=[O:3])[CH3:2].[Br:13]Br. (4) Given the product [Cl:1][C:2]1[CH:7]=[CH:6][CH:5]=[CH:4][C:3]=1[C@H:8]([O:10][C:11]1[CH:15]=[C:14]([N:16]2[C:20]3[CH:21]=[CH:22][C:23]([C:25]4[CH:30]=[N:29][C:28]([N:39]([CH2:38][CH2:37][N:36]([CH3:41])[CH3:35])[CH3:40])=[N:27][CH:26]=4)=[CH:24][C:19]=3[N:18]=[CH:17]2)[S:13][C:12]=1[C:32]([NH2:34])=[O:33])[CH3:9], predict the reactants needed to synthesize it. The reactants are: [Cl:1][C:2]1[CH:7]=[CH:6][CH:5]=[CH:4][C:3]=1[C@H:8]([O:10][C:11]1[CH:15]=[C:14]([N:16]2[C:20]3[CH:21]=[CH:22][C:23]([C:25]4[CH:26]=[N:27][C:28](Cl)=[N:29][CH:30]=4)=[CH:24][C:19]=3[N:18]=[CH:17]2)[S:13][C:12]=1[C:32]([NH2:34])=[O:33])[CH3:9].[CH3:35][N:36]([CH3:41])[CH2:37][CH2:38][NH:39][CH3:40]. (5) Given the product [CH2:46]([C:7]1[CH2:16][CH2:15][C:14]2[CH:13]=[C:12]([C@H:17]3[CH2:26][CH2:25][C@@:19]4([NH:23][C:22](=[O:24])[O:21][CH2:20]4)[CH2:18]3)[CH:11]=[CH:10][C:9]=2[CH:8]=1)[CH2:47][CH2:48][CH2:49][CH2:50][CH3:51], predict the reactants needed to synthesize it. The reactants are: FC(F)(F)S(O[C:7]1[CH2:16][CH2:15][C:14]2[C:9](=[CH:10][CH:11]=[C:12]([C@H:17]3[CH2:26][CH2:25][C@@:19]4([NH:23][C:22](=[O:24])[O:21][CH2:20]4)[CH2:18]3)[CH:13]=2)[CH:8]=1)(=O)=O.CN1C(=O)CCC1.C[Si]([N-][Si](C)(C)C)(C)C.[Li+].[CH2:46]([Mg]Br)[CH2:47][CH2:48][CH2:49][CH2:50][CH3:51].CCOCC. (6) Given the product [Br:9][C:10]1[CH:15]=[C:14]([F:16])[C:13]([O:6][CH3:3])=[C:12]([F:18])[CH:11]=1, predict the reactants needed to synthesize it. The reactants are: CI.[C:3]([O-:6])([O-])=O.[K+].[K+].[Br:9][C:10]1[CH:15]=[C:14]([F:16])[C:13](O)=[C:12]([F:18])[CH:11]=1.C(OCC)(=O)C. (7) Given the product [CH3:21][C:2]([CH3:1])([CH3:22])[C:3](=[O:20])[CH2:4][NH:5][C:6]1[N:10]([C:11]2[CH:12]=[CH:13][CH:14]=[CH:15][CH:16]=2)[N:9]=[C:8]([C:17]([NH:23][C@H:24]([C:29]2[CH:34]=[CH:33][CH:32]=[CH:31][C:30]=2[CH3:35])[CH2:25][C:26]([OH:28])=[O:27])=[O:19])[CH:7]=1, predict the reactants needed to synthesize it. The reactants are: [CH3:1][C:2]([CH3:22])([CH3:21])[C:3](=[O:20])[CH2:4][NH:5][C:6]1[N:10]([C:11]2[CH:16]=[CH:15][CH:14]=[CH:13][CH:12]=2)[N:9]=[C:8]([C:17]([OH:19])=O)[CH:7]=1.[NH2:23][C@H:24]([C:29]1[CH:34]=[CH:33][CH:32]=[CH:31][C:30]=1[CH3:35])[CH2:25][C:26]([OH:28])=[O:27]. (8) Given the product [F:24][C:25]1[CH:30]=[C:29]([S:31]([CH3:34])(=[O:33])=[O:32])[C:28]([F:35])=[CH:27][C:26]=1[N:21]([CH3:22])[C@H:17]1[CH2:18][CH2:19][CH2:20][N:15]([CH:12]2[CH2:11][CH2:10][N:9]([C:6]3[N:5]=[CH:4][C:3]([CH2:1][CH3:2])=[CH:8][N:7]=3)[CH2:14][CH2:13]2)[C:16]1=[O:23], predict the reactants needed to synthesize it. The reactants are: [CH2:1]([C:3]1[CH:4]=[N:5][C:6]([N:9]2[CH2:14][CH2:13][CH:12]([N:15]3[CH2:20][CH2:19][CH2:18][C@H:17]([NH:21][CH3:22])[C:16]3=[O:23])[CH2:11][CH2:10]2)=[N:7][CH:8]=1)[CH3:2].[F:24][C:25]1[CH:30]=[C:29]([S:31]([CH3:34])(=[O:33])=[O:32])[C:28]([F:35])=[CH:27][C:26]=1F.C([O-])([O-])=O.[Na+].[Na+].